This data is from Forward reaction prediction with 1.9M reactions from USPTO patents (1976-2016). The task is: Predict the product of the given reaction. (1) Given the reactants [NH2:1][CH2:2][C@H:3]1[N:8]([C:9]([C:11]2[N:12]=[C:13]([CH3:23])[S:14][C:15]=2[C:16]2[CH:21]=[CH:20][CH:19]=[C:18]([Cl:22])[CH:17]=2)=[O:10])[CH2:7][C@H:6]2[C@@H:4]1[CH2:5]2.[CH3:24][N:25]1[C:33]2[C:28](=[CH:29][CH:30]=[CH:31][CH:32]=2)[C:27]([C:34](O)=[O:35])=[N:26]1, predict the reaction product. The product is: [Cl:22][C:18]1[CH:17]=[C:16]([C:15]2[S:14][C:13]([CH3:23])=[N:12][C:11]=2[C:9]([N:8]2[CH2:7][C@H:6]3[C@H:4]([CH2:5]3)[C@H:3]2[CH2:2][NH:1][C:34]([C:27]2[C:28]3[C:33](=[CH:32][CH:31]=[CH:30][CH:29]=3)[N:25]([CH3:24])[N:26]=2)=[O:35])=[O:10])[CH:21]=[CH:20][CH:19]=1. (2) Given the reactants [O:1]=[C:2]1[NH:11][CH2:10][C@@H:9]2[C@H:4]([CH2:5][CH2:6][CH2:7][CH2:8]2)[N:3]1[CH:12]1[CH2:17][CH2:16][N:15]([C:18]2([CH3:31])[CH2:23][CH2:22][N:21](C(OC(C)(C)C)=O)[CH2:20][CH2:19]2)[CH2:14][CH2:13]1.O1CCOCC1, predict the reaction product. The product is: [CH3:31][C:18]1([N:15]2[CH2:16][CH2:17][CH:12]([N:3]3[C@@H:4]4[C@H:9]([CH2:8][CH2:7][CH2:6][CH2:5]4)[CH2:10][NH:11][C:2]3=[O:1])[CH2:13][CH2:14]2)[CH2:23][CH2:22][NH:21][CH2:20][CH2:19]1. (3) Given the reactants Br[C:2]1[CH:3]=[C:4]([C:16]#[N:17])[CH:5]=[C:6]2[C:10]=1[N:9]([CH3:11])[C:8]([C:12]([NH2:14])=[O:13])=[C:7]2[CH3:15].[F:18][C:19]([F:30])([F:29])[C:20]1[CH:25]=[CH:24][C:23](B(O)O)=[CH:22][CH:21]=1, predict the reaction product. The product is: [C:16]([C:4]1[CH:5]=[C:6]2[C:10](=[C:2]([C:23]3[CH:24]=[CH:25][C:20]([C:19]([F:30])([F:29])[F:18])=[CH:21][CH:22]=3)[CH:3]=1)[N:9]([CH3:11])[C:8]([C:12]([NH2:14])=[O:13])=[C:7]2[CH3:15])#[N:17]. (4) Given the reactants [OH:1][CH2:2][CH2:3][N:4]1[CH:8]=[C:7]([NH:9][C:10]2[C:11]([C:25]([NH2:27])=[O:26])=[N:12][C:13]([CH:22]([CH3:24])[CH3:23])=[C:14]([O:16][C@@H:17]3[CH2:21][CH2:20][NH:19][CH2:18]3)[N:15]=2)[CH:6]=[N:5]1.C(N(C(C)C)CC)(C)C.[C:37](Cl)(=[O:40])[CH:38]=[CH2:39], predict the reaction product. The product is: [C:37]([N:19]1[CH2:20][CH2:21][C@@H:17]([O:16][C:14]2[N:15]=[C:10]([NH:9][C:7]3[CH:6]=[N:5][N:4]([CH2:3][CH2:2][OH:1])[CH:8]=3)[C:11]([C:25]([NH2:27])=[O:26])=[N:12][C:13]=2[CH:22]([CH3:23])[CH3:24])[CH2:18]1)(=[O:40])[CH:38]=[CH2:39].